Dataset: Forward reaction prediction with 1.9M reactions from USPTO patents (1976-2016). Task: Predict the product of the given reaction. (1) Given the reactants [N+:1]([C:4]1[CH:9]=[CH:8][C:7]([CH2:10][C:11]([O:13][CH2:14][CH3:15])=[O:12])=[CH:6][CH:5]=1)([O-:3])=[O:2].[H-].[Na+].Br[CH2:19][CH2:20][CH2:21]Br.Cl, predict the reaction product. The product is: [N+:1]([C:4]1[CH:5]=[CH:6][C:7]([C:10]2([C:11]([O:13][CH2:14][CH3:15])=[O:12])[CH2:21][CH2:20][CH2:19]2)=[CH:8][CH:9]=1)([O-:3])=[O:2]. (2) The product is: [CH2:1]([O:8][N:9]1[C:18]2[C:13](=[CH:14][C:15]([CH:28]=[CH2:29])=[CH:16][N:17]=2)[C:12]([OH:20])=[C:11]([C:21]2[CH:26]=[CH:25][CH:24]=[CH:23][CH:22]=2)[C:10]1=[O:27])[C:2]1[CH:7]=[CH:6][CH:5]=[CH:4][CH:3]=1. Given the reactants [CH2:1]([O:8][N:9]1[C:18]2[C:13](=[CH:14][C:15](Br)=[CH:16][N:17]=2)[C:12]([OH:20])=[C:11]([C:21]2[CH:26]=[CH:25][CH:24]=[CH:23][CH:22]=2)[C:10]1=[O:27])[C:2]1[CH:7]=[CH:6][CH:5]=[CH:4][CH:3]=1.[CH:28]([Sn](CCCC)(CCCC)CCCC)=[CH2:29], predict the reaction product. (3) Given the reactants OC1NC2C(C=1)=CC=CC=2.COC1NC2C(C=1)=CC=CC=2.C[O:23][C:24]1[CH:25]=[C:26]2[C:30](=[N:31][CH:32]=1)[NH:29][C:28]([CH3:33])=[CH:27]2, predict the reaction product. The product is: [OH:23][C:24]1[CH:25]=[C:26]2[C:30](=[N:31][CH:32]=1)[NH:29][C:28]([CH3:33])=[CH:27]2. (4) Given the reactants [OH:1][CH:2]1[N:6]([C:7]2[CH:12]=[C:11]([C:13]([F:16])([F:15])[F:14])[C:10](I)=[CH:9][N:8]=2)[C:5](=[O:18])[N:4]([CH3:19])[CH:3]1C.[S:21]1[CH:25]=[CH:24][C:23](B(O)O)=[CH:22]1.[O-]P([O-])([O-])=O.[K+].[K+].[K+].C1(P(C2CCCCC2)C2C=CC=CC=2C2C(OC)=CC=CC=2OC)CCCCC1, predict the reaction product. The product is: [OH:1][CH:2]1[CH2:3][N:4]([CH3:19])[C:5](=[O:18])[N:6]1[C:7]1[CH:12]=[C:11]([C:13]([F:16])([F:15])[F:14])[C:10]([C:23]2[CH:24]=[CH:25][S:21][CH:22]=2)=[CH:9][N:8]=1. (5) Given the reactants [Cl:1][C:2]1[CH:7]=[C:6]([Cl:8])[CH:5]=[CH:4][C:3]=1[CH2:9][C:10]([OH:12])=[O:11].C[Si]([N-][Si](C)(C)C)(C)C.[Na+].Br[CH2:24][CH:25]=[CH2:26], predict the reaction product. The product is: [Cl:1][C:2]1[CH:7]=[C:6]([Cl:8])[CH:5]=[CH:4][C:3]=1[CH:9]([CH2:26][CH:25]=[CH2:24])[C:10]([OH:12])=[O:11]. (6) Given the reactants [C:1]1([N:7]=[N:8][C:9]2[CH:17]=[CH:16][C:12]([C:13]([OH:15])=O)=[CH:11][CH:10]=2)[CH:6]=[CH:5][CH:4]=[CH:3][CH:2]=1.[C:18]1([NH2:25])[CH:23]=[CH:22][CH:21]=[CH:20][C:19]=1[NH2:24], predict the reaction product. The product is: [NH2:24][C:19]1[CH:20]=[CH:21][CH:22]=[CH:23][C:18]=1[NH:25][C:13](=[O:15])[C:12]1[CH:11]=[CH:10][C:9]([N:8]=[N:7][C:1]2[CH:2]=[CH:3][CH:4]=[CH:5][CH:6]=2)=[CH:17][CH:16]=1.